This data is from Experimentally validated miRNA-target interactions with 360,000+ pairs, plus equal number of negative samples. The task is: Binary Classification. Given a miRNA mature sequence and a target amino acid sequence, predict their likelihood of interaction. (1) The miRNA is hsa-miR-3174 with sequence UAGUGAGUUAGAGAUGCAGAGCC. The protein sequence of the target gene is MERISAFFSSIWDTILTKHQEGIYNTICLGVLLGLPLLVIITLLFICCHCCWSPPGKRGQQPEKNKKKKKKKKKKDEEDLWISAQPKLLQMEKRPSLPV. Result: 1 (interaction). (2) The miRNA is hsa-miR-4757-5p with sequence AGGCCUCUGUGACGUCACGGUGU. The protein sequence of the target gene is MVELVISPSLTVNSDCLDKLKFNRADAAVWTLSDRQGITKSAPLRVSQLFSRSCPRVLPRQPSTAMAAYGQTQYSAGIQQATPYTAYPPPAQAYGIPSYSIKTEDSLNHSPGQSGFLSYGSSFSTSPTGQSPYTYQMHGTTGFYQGGNGLGNAAGFGSVHQDYPSYPGFPQSQYPQYYGSSYNPPYVPASSICPSPLSTSTYVLQEASHNVPNQSSESLAGEYNTHNGPSTPAKEGDTDRPHRASDGKLRGRSKRSSDPSPAGDNEIERVFVWDLDETIIIFHSLLTGTFASRYGKDTTT.... Result: 0 (no interaction). (3) The miRNA is hsa-miR-6837-5p with sequence ACCAGGGCCAGCAGGGAAUGU. The protein sequence of the target gene is MEIKHLLFLVAAACLLPMLSMKKKSARDQFNKLVTDLPNVQEEIVNIHNALRRRVVPPASNMLKMSWSEEAAQNARIFSKYCDMTESNPLERRLPNTFCGENMHMTSYPVSWSSVIGVWYSESTSFKHGEWTTTDDDITTDHYTQIVWATSYLIGCAIASCRQQGSPRYLYVCHYCHEGNDPETKNEPYKTGVPCEACPSNCEDKLCTNPCIYYDEYFDCDIQVHYLGCNHSTTILFCKATCLCDTEIK. Result: 0 (no interaction). (4) The miRNA is hsa-miR-346 with sequence UGUCUGCCCGCAUGCCUGCCUCU. The protein sequence of the target gene is MAELLASAGSACSWDFPRAPPSFPPPAASRGGLGGTRSFRPHRGAESPRPGRDRDGVRVPMASSRCPAPRGCRCLPGASLAWLGTVLLLLADWVLLRTALPRIFSLLVPTALPLLRVWAVGLSRWAVLWLGACGVLRATVGSKSENAGAQGWLAALKPLAAALGLALPGLALFRELISWGAPGSADSTRLLHWGSHPTAFVVSYAAALPAAALWHKLGSLWVPGGQGGSGNPVRRLLGCLGSETRRLSLFLVLVVLSSLGEMAIPFFTGRLTDWILQDGSADTFTRNLTLMSILTIASAV.... Result: 1 (interaction). (5) The miRNA is cel-miR-271 with sequence UCGCCGGGUGGAAAGCAUUC. The protein sequence of the target gene is MKGMSHEPKSPSIGMLSTATRTTATVNPLTPSPLNGALVPTGSPATSSTLSAQAAPSSSFAAALRKLAKQAEEPRGSSLSSESSPVSSPATNHSSPASTPKRVPMGPIIVPPGGHSVPSTPPVVTIAPTKTVNGVWRSESRQDSGSRGSSSGRERLLVEPPLAQEKAAGPAIPSHLLSTPYPFGLSPGSVVQDSRFQPLNLQRPVHHVVPPSTVTEDYLRSFRPYHTAEDLRMSSLPPLGLDPATAAAYYHPSYLAPHPFPHPAFRMDDSYCLSALRSPFYPIPTPGSLPPLHPSAMHLH.... Result: 0 (no interaction).